This data is from Full USPTO retrosynthesis dataset with 1.9M reactions from patents (1976-2016). The task is: Predict the reactants needed to synthesize the given product. (1) Given the product [Cl:1][C:2]1[CH:7]=[C:6]([CH2:17][CH3:18])[N:5]=[C:4]([NH2:9])[CH:3]=1, predict the reactants needed to synthesize it. The reactants are: [Cl:1][C:2]1[CH:7]=[C:6](Cl)[N:5]=[C:4]([NH2:9])[CH:3]=1.C([O-])([O-])=O.[K+].[K+].[Zn](CC)[CH2:17][CH3:18]. (2) Given the product [CH3:1][O:2][C:3]1[CH:4]=[CH:5][C:6]([N:9]([CH3:22])[CH2:10][CH:12]2[C:21]3[C:16](=[CH:17][CH:18]=[CH:19][CH:20]=3)[CH2:15][CH2:14][CH2:13]2)=[CH:7][CH:8]=1, predict the reactants needed to synthesize it. The reactants are: [CH3:1][O:2][C:3]1[CH:8]=[CH:7][C:6]([N:9]([CH3:22])[C:10]([CH:12]2[C:21]3[C:16](=[CH:17][CH:18]=[CH:19][CH:20]=3)[CH2:15][CH2:14][CH2:13]2)=O)=[CH:5][CH:4]=1. (3) Given the product [NH:12]1[CH2:13][CH2:14][CH:9]([O:8][C:6]2[CH:5]=[CH:4][NH:3][C:2](=[O:1])[CH:7]=2)[CH2:10][CH2:11]1, predict the reactants needed to synthesize it. The reactants are: [O:1]=[C:2]1[CH:7]=[C:6]([O:8][CH:9]2[CH2:14][CH2:13][N:12](C(OC(C)(C)C)=O)[CH2:11][CH2:10]2)[CH:5]=[CH:4][NH:3]1.CS(C1C=CC(N2C=CC(OC3CCN(C(OC(C)(C)C)=O)CC3)=CC2=O)=CC=1)(=O)=O. (4) Given the product [N:1]1[CH:2]=[CH:3][C:4]([CH2:7][N:28]2[C:32]3=[N:33][CH:34]=[CH:35][CH:36]=[C:31]3[CH:30]=[C:29]2[C:37]([O:39][CH2:40][CH3:41])=[O:38])=[CH:5][CH:6]=1, predict the reactants needed to synthesize it. The reactants are: [N:1]1[CH:6]=[CH:5][C:4]([CH2:7]O)=[CH:3][CH:2]=1.C1(P(C2C=CC=CC=2)C2C=CC=CC=2)C=CC=CC=1.[NH:28]1[C:32]2=[N:33][CH:34]=[CH:35][CH:36]=[C:31]2[CH:30]=[C:29]1[C:37]([O:39][CH2:40][CH3:41])=[O:38].N(C(OCC)=O)=NC(OCC)=O. (5) Given the product [Br:1][C:2]1[CH:3]=[CH:4][C:5]([C:8]2[CH:13]=[CH:12][CH:11]=[CH:10][C:9]=2[NH:14][S:29]([CH:26]([CH3:28])[CH3:27])(=[O:31])=[O:30])=[CH:6][CH:7]=1, predict the reactants needed to synthesize it. The reactants are: [Br:1][C:2]1[CH:7]=[CH:6][C:5]([C:8]2[CH:13]=[CH:12][CH:11]=[CH:10][C:9]=2[NH2:14])=[CH:4][CH:3]=1.C1CCN2C(=NCCC2)CC1.[CH:26]([S:29](Cl)(=[O:31])=[O:30])([CH3:28])[CH3:27]. (6) Given the product [OH:1][CH:2]([C:19]1[CH:28]=[CH:27][C:26]2[C:21](=[CH:22][CH:23]=[CH:24][CH:25]=2)[CH:20]=1)[C:3]1[CH:7]=[C:6]([C:8]2[CH:13]=[CH:12][N:11]=[CH:10][CH:9]=2)[S:5][C:4]=1[C:14]([OH:16])=[O:15], predict the reactants needed to synthesize it. The reactants are: [OH:1][CH:2]([C:19]1[CH:28]=[CH:27][C:26]2[C:21](=[CH:22][CH:23]=[CH:24][CH:25]=2)[CH:20]=1)[C:3]1[CH:7]=[C:6]([C:8]2[CH:13]=[CH:12][N:11]=[CH:10][CH:9]=2)[S:5][C:4]=1[C:14]([O:16]CC)=[O:15].O1CCCC1.CO.[OH-].[Na+]. (7) Given the product [CH3:1][S:2]([C:3]1[CH:4]=[CH:5][C:6]([N:9]2[C:13]3[CH:14]=[C:15]([C:18]([O:20][CH3:21])=[O:19])[CH:16]=[CH:17][C:12]=3[N:11]=[CH:10]2)=[CH:7][CH:8]=1)=[O:30], predict the reactants needed to synthesize it. The reactants are: [CH3:1][S:2][C:3]1[CH:8]=[CH:7][C:6]([N:9]2[C:13]3[CH:14]=[C:15]([C:18]([O:20][CH3:21])=[O:19])[CH:16]=[CH:17][C:12]=3[N:11]=[CH:10]2)=[CH:5][CH:4]=1.ClC1C=CC=C(C(OO)=[O:30])C=1.S([O-])([O-])(=O)=S.[Na+].[Na+].